This data is from Reaction yield outcomes from USPTO patents with 853,638 reactions. The task is: Predict the reaction yield, written as a fraction of the theoretical maximum amount of product (1.0 means a 100% yield; for example, 0.34 means a 34% yield). (1) The yield is 0.660. The catalyst is CS(C)=O. The reactants are Br[C:2]1[CH:7]=[C:6]([Br:8])[N:5]=[C:4]([C:9]#[N:10])[C:3]=1[OH:11].[CH3:12][O-:13].[Na+].CO. The product is [Br:8][C:6]1[N:5]=[C:4]([C:9]#[N:10])[C:3]([OH:11])=[C:2]([O:13][CH3:12])[CH:7]=1. (2) The yield is 0.710. The product is [ClH:26].[NH2:18][C:16]1[N:17]=[C:12]([C:9]2[CH:10]=[CH:11][C:6]([S:3]([NH:2][CH3:1])(=[O:4])=[O:5])=[CH:7][CH:8]=2)[CH:13]=[CH:14][CH:15]=1. The catalyst is CO. The reactants are [CH3:1][NH:2][S:3]([C:6]1[CH:11]=[CH:10][C:9]([C:12]2[N:17]=[C:16]([NH:18]C(=O)OC(C)(C)C)[CH:15]=[CH:14][CH:13]=2)=[CH:8][CH:7]=1)(=[O:5])=[O:4].[ClH:26].CO.